The task is: Predict the reactants needed to synthesize the given product.. This data is from Full USPTO retrosynthesis dataset with 1.9M reactions from patents (1976-2016). (1) Given the product [OH:24][C:25]1[CH:26]=[C:27]([C:31]2[N:14]=[C:10]3[C:11](=[N:13][C:33]=2[C:35]2[CH:40]=[CH:39][CH:38]=[C:37]([OH:41])[CH:36]=2)[N:12]=[C:7]([NH2:6])[N:8]=[C:9]3[NH2:15])[CH:28]=[CH:29][CH:30]=1, predict the reactants needed to synthesize it. The reactants are: S(O)(O)(=O)=O.[NH2:6][C:7]1[N:12]=[C:11]([NH2:13])[C:10]([NH2:14])=[C:9]([NH2:15])[N:8]=1.C(=O)(O)[O-].[Na+].C(=O)=O.[OH:24][C:25]1[CH:26]=[C:27]([C:31]([C:33]([C:35]2[CH:40]=[CH:39][CH:38]=[C:37]([OH:41])[CH:36]=2)=O)=O)[CH:28]=[CH:29][CH:30]=1. (2) Given the product [OH:9][CH:7]([CH:4]1[CH2:5][CH2:6][N:1]([C:11]([O:13][C:14]([CH3:17])([CH3:16])[CH3:15])=[O:10])[CH2:2][CH2:3]1)[CH3:8], predict the reactants needed to synthesize it. The reactants are: [NH:1]1[CH2:6][CH2:5][CH:4]([CH:7]([OH:9])[CH3:8])[CH2:3][CH2:2]1.[O:10](C(OC(C)(C)C)=O)[C:11]([O:13][C:14]([CH3:17])([CH3:16])[CH3:15])=O.CCN(CC)CC. (3) Given the product [Br:23][C:12]1[S:11][C:10]([CH2:13][N:14]([CH3:22])[C:15](=[O:21])[O:16][C:17]([CH3:18])([CH3:19])[CH3:20])=[N:9][C:8]=1[C:3]1[CH:4]=[CH:5][CH:6]=[CH:7][C:2]=1[F:1], predict the reactants needed to synthesize it. The reactants are: [F:1][C:2]1[CH:7]=[CH:6][CH:5]=[CH:4][C:3]=1[C:8]1[N:9]=[C:10]([CH2:13][N:14]([CH3:22])[C:15](=[O:21])[O:16][C:17]([CH3:20])([CH3:19])[CH3:18])[S:11][CH:12]=1.[Br:23]N1C(=O)CCC1=O.O. (4) Given the product [F:1][C:2]1[C:11]2[O:10][CH2:9][CH:8]([CH2:12][N:29]([CH3:30])[CH3:28])[O:7][C:6]=2[CH:5]=[C:4]([S:24]([CH3:27])(=[O:26])=[O:25])[CH:3]=1, predict the reactants needed to synthesize it. The reactants are: [F:1][C:2]1[C:11]2[O:10][CH2:9][CH:8]([CH2:12]OS(C3C=CC(C)=CC=3)(=O)=O)[O:7][C:6]=2[CH:5]=[C:4]([S:24]([CH3:27])(=[O:26])=[O:25])[CH:3]=1.[CH3:28][NH:29][CH3:30]. (5) Given the product [Cl:37][C:31]1[CH:32]=[C:33]([CH:34]=[C:29]([O:28][C:3]2[C:4]3[N:8]=[N:7][N:6]([CH2:9][C:10]4[C:18]5[C:13](=[N:14][CH:15]=[CH:16][CH:17]=5)[NH:12][N:11]=4)[C:5]=3[CH:26]=[CH:27][C:2]=2[Cl:1])[CH:30]=1)[C:35]#[N:36], predict the reactants needed to synthesize it. The reactants are: [Cl:1][C:2]1[CH:27]=[CH:26][C:5]2[N:6]([CH2:9][C:10]3[C:18]4[C:13](=[N:14][CH:15]=[CH:16][CH:17]=4)[N:12](C(OC(C)(C)C)=O)[N:11]=3)[N:7]=[N:8][C:4]=2[C:3]=1[O:28][C:29]1[CH:34]=[C:33]([C:35]#[N:36])[CH:32]=[C:31]([Cl:37])[CH:30]=1. (6) Given the product [C:1]([C:3]1[CH:4]=[C:5]([C:16](=[O:24])[C:17]2[CH:22]=[CH:21][C:20]([N:30]([CH3:31])[CH3:29])=[CH:19][CH:18]=2)[N:6]2[C:15]3[C:10](=[CH:11][CH:12]=[CH:13][CH:14]=3)[CH:9]=[CH:8][C:7]=12)#[N:2], predict the reactants needed to synthesize it. The reactants are: [C:1]([C:3]1[CH:4]=[C:5]([C:16](=[O:24])[C:17]2[CH:22]=[CH:21][C:20](F)=[CH:19][CH:18]=2)[N:6]2[C:15]3[C:10](=[CH:11][CH:12]=[CH:13][CH:14]=3)[CH:9]=[CH:8][C:7]=12)#[N:2].CNNC.[CH3:29][N:30](C=O)[CH3:31].